From a dataset of Catalyst prediction with 721,799 reactions and 888 catalyst types from USPTO. Predict which catalyst facilitates the given reaction. (1) Reactant: [NH2:1][C:2](=[O:17])[C@@H:3]([OH:16])[CH2:4][NH:5][C:6]1[N:11]=[C:10](Cl)[N:9]=[C:8]([C:13]([NH2:15])=[O:14])[CH:7]=1.[F:18][C:19]1[CH:40]=[CH:39][C:22]([O:23][C:24]2[CH:29]=[CH:28][C:27](B3OC(C)(C)C(C)(C)O3)=[CH:26][CH:25]=2)=[CH:21][CH:20]=1.C([O-])([O-])=O.[Na+].[Na+]. Product: [NH2:1][C:2](=[O:17])[C@@H:3]([OH:16])[CH2:4][NH:5][C:6]1[N:11]=[C:10]([C:27]2[CH:26]=[CH:25][C:24]([O:23][C:22]3[CH:21]=[CH:20][C:19]([F:18])=[CH:40][CH:39]=3)=[CH:29][CH:28]=2)[N:9]=[C:8]([C:13]([NH2:15])=[O:14])[CH:7]=1. The catalyst class is: 75. (2) Reactant: [OH:1][CH2:2][CH2:3][C:4]1[N:5]=[C:6]([NH:9][C:10](=[O:16])[O:11][C:12]([CH3:15])([CH3:14])[CH3:13])[S:7][CH:8]=1.[O:17]1[CH:22]=[CH:21][CH2:20][CH2:19][CH2:18]1.[NH+]1C=CC=CC=1.C1(C)C=CC(S(O)(=O)=O)=CC=1. Product: [O:17]1[CH2:22][CH2:21][CH:20]([O:1][CH2:2][CH2:3][C:4]2[N:5]=[C:6]([NH:9][C:10](=[O:16])[O:11][C:12]([CH3:13])([CH3:15])[CH3:14])[S:7][CH:8]=2)[CH2:19][CH2:18]1. The catalyst class is: 4. (3) Reactant: [CH2:1]([C:5]1[N:9]([C:10]2[N:15]=[C:14]([O:16][C:17]3C=CC=C[CH:18]=3)[C:13]([CH3:23])=[CH:12][N:11]=2)[N:8]=[CH:7][C:6]=1[C:24]([NH:26][CH2:27][C:28]1[N:32]([CH3:33])[CH:31]=[N:30][CH:29]=1)=[O:25])[CH2:2][CH2:3][CH3:4]. Product: [CH2:1]([C:5]1[N:9]([C:10]2[N:15]=[C:14]([O:16][CH2:17][CH3:18])[C:13]([CH3:23])=[CH:12][N:11]=2)[N:8]=[CH:7][C:6]=1[C:24]([NH:26][CH2:27][C:28]1[N:32]([CH3:33])[CH:31]=[N:30][CH:29]=1)=[O:25])[CH2:2][CH2:3][CH3:4]. The catalyst class is: 8. (4) Reactant: [Br:1][CH2:2][C:3]1[CH:8]=[CH:7][C:6]([CH2:9][C:10]([OH:12])=[O:11])=[CH:5][CH:4]=1.Cl[Si](C)(C)[CH3:15]. Product: [Br:1][CH2:2][C:3]1[CH:4]=[CH:5][C:6]([CH2:9][C:10]([O:12][CH3:15])=[O:11])=[CH:7][CH:8]=1. The catalyst class is: 5. (5) Reactant: [C:1]([O:5][C:6]([N:8]1[CH2:13][CH2:12][NH:11][CH2:10][CH2:9]1)=[O:7])([CH3:4])([CH3:3])[CH3:2].C(=O)([O-])[O-].[Cs+].[Cs+].C1(P(C2C=CC=CC=2)C2C=CC3C(=CC=CC=3)C=2C2C3C(=CC=CC=3)C=CC=2P(C2C=CC=CC=2)C2C=CC=CC=2)C=CC=CC=1.[CH3:66][C:67]1([CH3:81])[CH2:71][C:70]2[CH:72]=[CH:73][CH:74]=[C:75](CS([O-])(=O)=O)[C:69]=2[O:68]1. Product: [CH3:66][C:67]1([CH3:81])[CH2:71][C:70]2[CH:72]=[CH:73][CH:74]=[C:75]([N:11]3[CH2:12][CH2:13][N:8]([C:6]([O:5][C:1]([CH3:4])([CH3:2])[CH3:3])=[O:7])[CH2:9][CH2:10]3)[C:69]=2[O:68]1. The catalyst class is: 164. (6) Reactant: [CH3:1][CH2:2][O:3][C:4]([C:6]1[N:18](C(OC(C)(C)C)=O)[C:9]2=[N:10][C:11]([Cl:17])=[C:12]([O:14][CH2:15][CH3:16])[CH:13]=[C:8]2[CH:7]=1)=[O:5].FC(F)(F)C(O)=O. Product: [CH2:2]([O:3][C:4]([C:6]1[NH:18][C:9]2=[N:10][C:11]([Cl:17])=[C:12]([O:14][CH2:15][CH3:16])[CH:13]=[C:8]2[CH:7]=1)=[O:5])[CH3:1]. The catalyst class is: 4.